From a dataset of Reaction yield outcomes from USPTO patents with 853,638 reactions. Predict the reaction yield, written as a fraction of the theoretical maximum amount of product (1.0 means a 100% yield; for example, 0.34 means a 34% yield). (1) The reactants are F[C:2]1[CH:7]=[CH:6][C:5]([F:8])=[CH:4][C:3]=1[N:9]([CH2:17][C:18]1[CH:23]=[CH:22][CH:21]=[C:20]([O:24][C:25]([F:30])([F:29])[CH:26]([F:28])[F:27])[CH:19]=1)[CH2:10][CH:11]([OH:16])[C:12]([F:15])([F:14])[F:13].C([O-])([O-])=O.[K+].[K+]. The catalyst is CN(C)C=O.O. The product is [F:8][C:5]1[CH:6]=[CH:7][C:2]2[O:16][CH:11]([C:12]([F:13])([F:14])[F:15])[CH2:10][N:9]([CH2:17][C:18]3[CH:23]=[CH:22][CH:21]=[C:20]([O:24][C:25]([F:29])([F:30])[CH:26]([F:27])[F:28])[CH:19]=3)[C:3]=2[CH:4]=1. The yield is 0.480. (2) The reactants are [Cl:1][C:2]1[N:7]=[C:6](Cl)[C:5]([CH3:9])=[CH:4][N:3]=1.[CH3:10][NH:11][CH3:12]. The catalyst is O1CCCC1. The product is [Cl:1][C:2]1[N:7]=[C:6]([N:11]([CH3:12])[CH3:10])[C:5]([CH3:9])=[CH:4][N:3]=1. The yield is 0.580. (3) The reactants are [Cl:1][C:2]1[CH:3]=[CH:4][C:5]([CH3:8])=[N:6][CH:7]=1.[Br:9]N1C(=O)CCC1=O.N(C(C)(C)C#N)=NC(C)(C)C#N. The catalyst is C(Cl)(Cl)(Cl)Cl. The product is [Br:9][CH2:8][C:5]1[CH:4]=[CH:3][C:2]([Cl:1])=[CH:7][N:6]=1. The yield is 0.600. (4) The reactants are [C:1]([O:5][C:6](=[O:19])[CH2:7][C@@H:8]([CH2:17][NH2:18])[CH2:9][C@H:10]([CH3:16])[CH2:11][CH2:12][CH2:13][CH2:14][CH3:15])([CH3:4])([CH3:3])[CH3:2].C(OC(=O)C[C@@H](CN=[N+]=[N-])C[C@@H](C)CCCCC)(C)(C)C. No catalyst specified. The product is [C:1]([O:5][C:6](=[O:19])[CH2:7][C@@H:8]([CH2:17][NH2:18])[CH2:9][C@@H:10]([CH3:16])[CH2:11][CH2:12][CH2:13][CH2:14][CH3:15])([CH3:2])([CH3:4])[CH3:3]. The yield is 0.720. (5) The reactants are [OH:1][CH:2]([C:7]1[CH:12]=[CH:11][CH:10]=[CH:9][C:8]=1[S:13]([N:16]1[CH2:20][CH2:19][CH2:18][CH2:17]1)(=[O:15])=[O:14])S([O-])(=O)=O.[Na+].C(=O)([O-])[O-].[Na+].[Na+]. The catalyst is C1COCC1.O. The product is [N:16]1([S:13]([C:8]2[CH:9]=[CH:10][CH:11]=[CH:12][C:7]=2[CH:2]=[O:1])(=[O:15])=[O:14])[CH2:17][CH2:18][CH2:19][CH2:20]1. The yield is 0.850. (6) The reactants are [F:1][C:2]1[CH:10]=[CH:9][CH:8]=[CH:7][C:3]=1/[CH:4]=[N:5]\[OH:6].[Cl:11]N1C(=O)CCC1=O. The catalyst is CN(C=O)C. The product is [OH:6]/[N:5]=[C:4](\[Cl:11])/[C:3]1[CH:7]=[CH:8][CH:9]=[CH:10][C:2]=1[F:1]. The yield is 0.910. (7) The reactants are Cl[C:2]1[C:11]2[C:6](=[CH:7][CH:8]=[CH:9][CH:10]=2)[CH:5]=[CH:4][N:3]=1.[Br:12][C:13]1[CH:22]=[CH:21][C:16]([C:17]([NH:19][NH2:20])=O)=[CH:15][CH:14]=1. The catalyst is C1(C)C=CC(C)=CC=1. The product is [Br:12][C:13]1[CH:22]=[CH:21][C:16]([C:17]2[N:3]3[CH:4]=[CH:5][C:6]4[C:11]([C:2]3=[N:20][N:19]=2)=[CH:10][CH:9]=[CH:8][CH:7]=4)=[CH:15][CH:14]=1. The yield is 0.290.